Dataset: Full USPTO retrosynthesis dataset with 1.9M reactions from patents (1976-2016). Task: Predict the reactants needed to synthesize the given product. (1) Given the product [N:22]1([CH2:27][C:28]2[CH:33]=[CH:32][CH:31]=[CH:30][C:29]=2[C:18]([C:14]2[CH:15]=[C:16]3[C:11](=[CH:12][CH:13]=2)[NH:10][C:9]([C:3]2[C:4]4[S:8][CH:7]=[CH:6][C:5]=4[NH:1][N:2]=2)=[CH:17]3)([OH:21])[CH2:19][CH3:20])[CH2:26][CH2:25][CH2:24][CH2:23]1, predict the reactants needed to synthesize it. The reactants are: [NH:1]1[C:5]2[CH:6]=[CH:7][S:8][C:4]=2[C:3]([C:9]2[NH:10][C:11]3[C:16]([CH:17]=2)=[CH:15][C:14]([C:18](=[O:21])[CH2:19][CH3:20])=[CH:13][CH:12]=3)=[N:2]1.[N:22]1([CH2:27][C:28]2[CH:33]=[CH:32][CH:31]=[CH:30][C:29]=2[Mg]Br)[CH2:26][CH2:25][CH2:24][CH2:23]1. (2) Given the product [NH2:15][C:13]1[C:12]([F:18])=[CH:11][C:3]([C:4]([O:6][C:7]([CH3:10])([CH3:9])[CH3:8])=[O:5])=[C:2]([F:1])[CH:14]=1, predict the reactants needed to synthesize it. The reactants are: [F:1][C:2]1[CH:14]=[C:13]([N+:15]([O-])=O)[C:12]([F:18])=[CH:11][C:3]=1[C:4]([O:6][C:7]([CH3:10])([CH3:9])[CH3:8])=[O:5].